From a dataset of Forward reaction prediction with 1.9M reactions from USPTO patents (1976-2016). Predict the product of the given reaction. The product is: [F:1][C@@H:2]1[C@@H:6]([CH2:7][I:37])[O:5][C@@H:4]([N:9]2[CH:16]=[CH:15][C:13](=[O:14])[NH:12][C:10]2=[O:11])[C@@H:3]1[OH:17]. Given the reactants [F:1][C@@H:2]1[C@@H:6]([CH2:7]O)[O:5][C@@H:4]([N:9]2[CH:16]=[CH:15][C:13](=[O:14])[NH:12][C:10]2=[O:11])[C@@H:3]1[OH:17].C1C=CC(P(C2C=CC=CC=2)C2C=CC=CC=2)=CC=1.[I:37]I.O, predict the reaction product.